Task: Predict which catalyst facilitates the given reaction.. Dataset: Catalyst prediction with 721,799 reactions and 888 catalyst types from USPTO Reactant: [CH:1]12[O:7][CH:6]1[CH2:5][CH2:4][O:3][CH2:2]2.[N-:8]=[N+:9]=[N-:10].[Na+].[Cl-].[NH4+].O. Product: [N:8]([CH:6]1[CH2:5][CH2:4][O:3][CH2:2][CH:1]1[OH:7])=[N+:9]=[N-:10]. The catalyst class is: 5.